This data is from Reaction yield outcomes from USPTO patents with 853,638 reactions. The task is: Predict the reaction yield, written as a fraction of the theoretical maximum amount of product (1.0 means a 100% yield; for example, 0.34 means a 34% yield). The reactants are Br[CH2:2][C:3]1[CH:12]=[CH:11][C:6]([C:7]([O:9][CH3:10])=[O:8])=[CH:5][C:4]=1[O:13][CH:14]([CH3:16])[CH3:15].[OH:17][CH:18]1[CH2:23][CH2:22][NH:21][CH2:20][CH2:19]1.C(=O)([O-])[O-].[K+].[K+].CN(C)C=O. The catalyst is C(OCC)(=O)C. The product is [OH:17][CH:18]1[CH2:23][CH2:22][N:21]([CH2:2][C:3]2[CH:12]=[CH:11][C:6]([C:7]([O:9][CH3:10])=[O:8])=[CH:5][C:4]=2[O:13][CH:14]([CH3:16])[CH3:15])[CH2:20][CH2:19]1. The yield is 0.830.